From a dataset of Full USPTO retrosynthesis dataset with 1.9M reactions from patents (1976-2016). Predict the reactants needed to synthesize the given product. (1) Given the product [CH3:30][N:28]([CH3:29])[CH:22]1[CH2:21][CH:20]([CH3:31])[O:19][CH:18]([O:17][CH:11]2[CH2:10][CH2:9][CH2:8][CH2:7][CH2:6][CH:5]([OH:4])[CH2:16][CH2:15][CH2:14][CH2:13][CH2:12]2)[CH:23]1[OH:24], predict the reactants needed to synthesize it. The reactants are: C([O:4][CH:5]1[CH2:16][CH2:15][CH2:14][CH2:13][CH2:12][CH:11]([O:17][C@H:18]2[C@H:23]([O:24]C(=O)C)[C@@H:22]([N:28]([CH3:30])[CH3:29])[CH2:21][C@@H:20]([CH3:31])[O:19]2)[CH2:10][CH2:9][CH2:8][CH2:7][CH2:6]1)(=O)C.C([O-])([O-])=O.[K+].[K+]. (2) The reactants are: CS(Cl)(=O)=O.[CH:6]([C:9]1[CH:20]=[CH:19][C:12]([CH2:13][N:14]2[CH2:17][CH:16]([OH:18])[CH2:15]2)=[CH:11][CH:10]=1)([CH3:8])[CH3:7].C(N(CC)CC)C.[Br:28][C:29]1[N:34]=[CH:33][C:32](O)=[CH:31][CH:30]=1.[H-].[Na+]. Given the product [Br:28][C:29]1[CH:30]=[CH:31][C:32]([O:18][CH:16]2[CH2:15][N:14]([CH2:13][C:12]3[CH:19]=[CH:20][C:9]([CH:6]([CH3:8])[CH3:7])=[CH:10][CH:11]=3)[CH2:17]2)=[CH:33][N:34]=1, predict the reactants needed to synthesize it. (3) The reactants are: Cl[C:2]1[CH:7]=[CH:6][N:5]=[C:4]([NH:8][C:9]2[CH:14]=[C:13]([N:15]3[CH2:20][CH2:19][O:18][CH2:17][CH2:16]3)[CH:12]=[C:11]([N:21]3[CH2:26][CH2:25][O:24][CH2:23][CH2:22]3)[CH:10]=2)[N:3]=1.[CH3:27][NH2:28]. Given the product [N:21]1([C:11]2[CH:10]=[C:9]([NH:8][C:4]3[N:3]=[C:2]([NH:28][CH3:27])[CH:7]=[CH:6][N:5]=3)[CH:14]=[C:13]([N:15]3[CH2:20][CH2:19][O:18][CH2:17][CH2:16]3)[CH:12]=2)[CH2:26][CH2:25][O:24][CH2:23][CH2:22]1, predict the reactants needed to synthesize it. (4) Given the product [F:12][C:5]1[C:6]2[CH2:10][NH:9][C:8](=[O:11])[C:7]=2[C:2]([C:32]2[CH:31]=[N:30][N:29]([CH3:28])[CH:33]=2)=[N:3][C:4]=1[NH:13][C@@H:14]1[CH2:19][CH2:18][CH2:17][CH2:16][C@@H:15]1[NH:20][C:21](=[O:27])[O:22][C:23]([CH3:26])([CH3:25])[CH3:24], predict the reactants needed to synthesize it. The reactants are: Cl[C:2]1[C:7]2[C:8](=[O:11])[NH:9][CH2:10][C:6]=2[C:5]([F:12])=[C:4]([NH:13][C@@H:14]2[CH2:19][CH2:18][CH2:17][CH2:16][C@@H:15]2[NH:20][C:21](=[O:27])[O:22][C:23]([CH3:26])([CH3:25])[CH3:24])[N:3]=1.[CH3:28][N:29]1[CH:33]=[C:32](B2OC(C)(C)C(C)(C)O2)[CH:31]=[N:30]1.C(=O)([O-])[O-].[K+].[K+].N[C@H](C(O)=O)CS. (5) Given the product [CH2:55]([C@@H:28](/[CH:27]=[CH:26]/[C@H:25]([CH2:44][C:45]1[CH:50]=[CH:49][CH:48]=[C:47]([F:51])[CH:46]=1)[C:24]([N:19]1[C@@H:18]([CH2:11][C:12]2[CH:17]=[CH:16][CH:15]=[CH:14][CH:13]=2)[CH2:22][O:21][C:20]1=[O:23])=[O:52])[C:29]([N:31]1[C@@H:35]([CH2:36][C:37]2[CH:38]=[CH:39][CH:40]=[CH:41][CH:42]=2)[CH2:34][O:33][C:32]1=[O:43])=[O:30])[CH:54]=[CH2:53], predict the reactants needed to synthesize it. The reactants are: C[Si]([N-][Si](C)(C)C)(C)C.[Na+].[CH2:11]([C@H:18]1[CH2:22][O:21][C:20](=[O:23])[N:19]1[C:24](=[O:52])[C@@H:25]([CH2:44][C:45]1[CH:50]=[CH:49][CH:48]=[C:47]([F:51])[CH:46]=1)/[CH:26]=[CH:27]/[CH2:28][C:29]([N:31]1[C@@H:35]([CH2:36][C:37]2[CH:42]=[CH:41][CH:40]=[CH:39][CH:38]=2)[CH2:34][O:33][C:32]1=[O:43])=[O:30])[C:12]1[CH:17]=[CH:16][CH:15]=[CH:14][CH:13]=1.[CH2:53](Br)[CH:54]=[CH2:55]. (6) Given the product [O:58]=[C:57]([N:59]1[CH2:64][CH2:63][N:62]([C:65](=[O:75])[C:66]2[CH:67]=[C:68]([F:74])[C:69]([F:73])=[C:70]([F:72])[CH:71]=2)[CH2:61][CH2:60]1)[CH2:56][NH:55][C:43]([C:41]1[N:40]=[N:39][N:38]([C:34]2[CH:35]=[CH:36][CH:37]=[C:32]([F:31])[CH:33]=2)[CH:42]=1)=[O:45], predict the reactants needed to synthesize it. The reactants are: CCN(C(C)C)C(C)C.C1C=CC2N(O)N=NC=2C=1.CCN=C=NCCCN(C)C.[F:31][C:32]1[CH:33]=[C:34]([N:38]2[CH:42]=[C:41]([C:43]([OH:45])=O)[N:40]=[N:39]2)[CH:35]=[CH:36][CH:37]=1.FC1C=C(C=CC=1)N.Cl.[NH2:55][CH2:56][C:57]([N:59]1[CH2:64][CH2:63][N:62]([C:65](=[O:75])[C:66]2[CH:71]=[C:70]([F:72])[C:69]([F:73])=[C:68]([F:74])[CH:67]=2)[CH2:61][CH2:60]1)=[O:58].FC1C=C(C=C(F)C=1F)C(O)=O. (7) Given the product [NH2:1][C:2]1[O:6][N:5]=[C:4]([C:7]2[CH:12]=[CH:11][CH:10]=[CH:9][C:8]=2[O:13][C:14]([F:15])([F:16])[F:17])[C:3]=1[C:18]([N:44]1[CH2:43][CH2:42][N:41]([C:37]2[CH:38]=[CH:39][CH:40]=[C:35]([C:34]([F:47])([F:48])[F:33])[CH:36]=2)[CH2:46][CH2:45]1)=[O:20], predict the reactants needed to synthesize it. The reactants are: [NH2:1][C:2]1[O:6][N:5]=[C:4]([C:7]2[CH:12]=[CH:11][CH:10]=[CH:9][C:8]=2[O:13][C:14]([F:17])([F:16])[F:15])[C:3]=1[C:18]([OH:20])=O.Cl.C(N=C=NCCCN(C)C)C.[F:33][C:34]([F:48])([F:47])[C:35]1[CH:36]=[C:37]([N:41]2[CH2:46][CH2:45][NH:44][CH2:43][CH2:42]2)[CH:38]=[CH:39][CH:40]=1.